Dataset: Forward reaction prediction with 1.9M reactions from USPTO patents (1976-2016). Task: Predict the product of the given reaction. (1) The product is: [CH3:1][C:2]1[C:6]2[C:7](=[O:19])[N:8]([CH2:11][CH2:12][N:13]3[CH2:14][CH2:15][CH2:16][CH2:17][CH2:18]3)[CH2:9][CH2:10][C:5]=2[NH:4][C:3]=1[CH:20]=[C:29]1[C:28]2[C:32](=[CH:33][CH:34]=[C:26]([NH:22][C:23](=[O:24])[CH3:25])[CH:27]=2)[NH:31][C:30]1=[O:35]. Given the reactants [CH3:1][C:2]1[C:6]2[C:7](=[O:19])[N:8]([CH2:11][CH2:12][N:13]3[CH2:18][CH2:17][CH2:16][CH2:15][CH2:14]3)[CH2:9][CH2:10][C:5]=2[NH:4][C:3]=1[CH:20]=O.[NH:22]([C:26]1[CH:27]=[C:28]2[C:32](=[CH:33][CH:34]=1)[NH:31][C:30](=[O:35])[CH2:29]2)[C:23]([CH3:25])=[O:24], predict the reaction product. (2) The product is: [CH3:14][N:15]([CH2:35][C@@H:36]1[C:39]2[CH:40]=[C:41]([O:46][CH3:47])[C:42]([O:44][CH3:45])=[CH:43][C:38]=2[CH2:37]1)[CH2:16][CH2:17][CH2:18][N:19]1[C:29](=[O:30])[CH2:28][C:27]2[C:22](=[CH:23][C:24]([O:33][CH3:34])=[C:25]([O:31][CH3:32])[CH:26]=2)[CH2:21][CH2:20]1.[C:1]([O-:10])(=[O:9])[CH2:2][CH2:3][CH2:4][CH2:5][C:6]([O-:8])=[O:7]. Given the reactants [C:1]([OH:10])(=[O:9])[CH2:2][CH2:3][CH2:4][CH2:5][C:6]([OH:8])=[O:7].C(O)C.[CH3:14][N:15]([CH2:35][C@@H:36]1[C:39]2[CH:40]=[C:41]([O:46][CH3:47])[C:42]([O:44][CH3:45])=[CH:43][C:38]=2[CH2:37]1)[CH2:16][CH2:17][CH2:18][N:19]1[C:29](=[O:30])[CH2:28][C:27]2[C:22](=[CH:23][C:24]([O:33][CH3:34])=[C:25]([O:31][CH3:32])[CH:26]=2)[CH2:21][CH2:20]1, predict the reaction product. (3) The product is: [C:11]([C:8]1[CH:7]=[C:3]2[C:2](=[CH:10][CH:9]=1)[NH:1][C:14](=[O:15])[N:16]=[CH:4]2)#[N:12]. Given the reactants [NH2:1][C:2]1[CH:10]=[CH:9][C:8]([C:11]#[N:12])=[CH:7][C:3]=1[C:4](O)=O.O.[CH:14]([NH2:16])=[O:15], predict the reaction product. (4) The product is: [ClH:6].[Cl:6][C:7]1[CH:12]=[CH:11][CH:10]=[CH:9][C:8]=1[CH2:13][CH2:14][N:15]([CH3:33])[CH2:16][CH2:17][CH2:18][CH2:19][C:20]([C:22]1[CH:32]=[CH:31][C:25]2[CH2:26][CH2:27][N:28]([C:4]([NH:3][CH2:1][CH3:2])=[O:5])[CH2:29][CH2:30][C:24]=2[CH:23]=1)=[O:21]. Given the reactants [CH2:1]([N:3]=[C:4]=[O:5])[CH3:2].[Cl:6][C:7]1[CH:12]=[CH:11][CH:10]=[CH:9][C:8]=1[CH2:13][CH2:14][N:15]([CH3:33])[CH2:16][CH2:17][CH2:18][CH2:19][C:20]([C:22]1[CH:32]=[CH:31][C:25]2[CH2:26][CH2:27][NH:28][CH2:29][CH2:30][C:24]=2[CH:23]=1)=[O:21].O, predict the reaction product. (5) Given the reactants COC1C=C(OC)C=CC=1C[N:6]1[CH2:11][CH2:10][CH2:9][C:8]([F:13])([F:12])[S:7]1(=[O:15])=[O:14].FC(F)(F)C(O)=O, predict the reaction product. The product is: [F:12][C:8]1([F:13])[S:7](=[O:15])(=[O:14])[NH:6][CH2:11][CH2:10][CH2:9]1. (6) The product is: [Cl:11][C:12]1[CH:19]=[C:18]([OH:20])[CH:17]=[CH:16][C:13]=1[CH:14]=[O:22]. Given the reactants [H-].C([Al+]CC(C)C)C(C)C.[Cl:11][C:12]1[CH:19]=[C:18]([OH:20])[CH:17]=[CH:16][C:13]=1[C:14]#N.Cl.[O:22]1CCCC1, predict the reaction product. (7) Given the reactants [H-].[Na+].[Br:3][C:4]1[CH:5]=[C:6]2[C:15](=[CH:16][C:17]=1[CH3:18])[O:14][CH2:13][C:12]1[N:7]2[CH:8]([CH3:20])[C:9](=[O:19])[NH:10][N:11]=1.Cl[CH2:22][O:23][CH2:24][CH2:25][Si:26]([CH3:29])([CH3:28])[CH3:27].O, predict the reaction product. The product is: [Br:3][C:4]1[CH:5]=[C:6]2[C:15](=[CH:16][C:17]=1[CH3:18])[O:14][CH2:13][C:12]1[N:7]2[CH:8]([CH3:20])[C:9](=[O:19])[N:10]([CH2:22][O:23][CH2:24][CH2:25][Si:26]([CH3:29])([CH3:28])[CH3:27])[N:11]=1. (8) Given the reactants [OH:1][C:2]([CH:4]([C:6]1[CH:15]=[CH:14][C:9]([CH2:10][CH:11]([CH3:13])[CH3:12])=[CH:8][CH:7]=1)[CH3:5])=[O:3], predict the reaction product. The product is: [CH3:12][CH:11]([CH2:10][C:9]1[CH:14]=[CH:15][C:6]([C:4]2([C:2]([OH:1])=[O:3])[C:15]3[CH:14]=[C:9]([CH2:10][CH:11]([CH3:12])[CH3:13])[CH:8]=[CH:7][C:6]=3[CH:4]([C:2]([OH:1])=[O:3])[CH2:5][CH2:5]2)=[CH:7][CH:8]=1)[CH3:13]. (9) Given the reactants [Br:1][C:2]1[CH:7]=[CH:6][C:5]([OH:8])=[C:4]([N+:9]([O-])=O)[CH:3]=1.Cl[Sn]Cl.C([O-])(O)=O.[Na+], predict the reaction product. The product is: [NH2:9][C:4]1[CH:3]=[C:2]([Br:1])[CH:7]=[CH:6][C:5]=1[OH:8]. (10) Given the reactants [Br:1][C:2]1[CH:3]=[C:4]([S:9]([N:12]([CH3:14])[CH3:13])(=[O:11])=[O:10])[CH:5]=[N:6][C:7]=1Cl.[C:15]([O:23][CH2:24][CH3:25])(=[O:22])[CH2:16][C:17]([O:19][CH2:20][CH3:21])=[O:18].[H-].[Na+], predict the reaction product. The product is: [Br:1][C:2]1[C:7]([CH:16]([C:17]([O:19][CH2:20][CH3:21])=[O:18])[C:15]([O:23][CH2:24][CH3:25])=[O:22])=[N:6][CH:5]=[C:4]([S:9]([N:12]([CH3:14])[CH3:13])(=[O:11])=[O:10])[CH:3]=1.